Predict the reactants needed to synthesize the given product. From a dataset of Full USPTO retrosynthesis dataset with 1.9M reactions from patents (1976-2016). Given the product [CH:11]1([N:14]2[CH2:19][C:18]3([CH2:24][CH2:23][N:22]([S:25]([C:28]4[CH:29]=[CH:30][C:31]([C:2]5[CH:7]=[CH:6][N:5]6[CH:8]=[CH:9][N:10]=[C:4]6[CH:3]=5)=[CH:32][CH:33]=4)(=[O:26])=[O:27])[CH2:21][CH2:20]3)[O:17][CH2:16][C:15]2=[O:43])[CH2:12][CH2:13]1, predict the reactants needed to synthesize it. The reactants are: Br[C:2]1[CH:7]=[CH:6][N:5]2[CH:8]=[CH:9][N:10]=[C:4]2[CH:3]=1.[CH:11]1([N:14]2[CH2:19][C:18]3([CH2:24][CH2:23][N:22]([S:25]([C:28]4[CH:33]=[CH:32][C:31](B5OC(C)(C)C(C)(C)O5)=[CH:30][CH:29]=4)(=[O:27])=[O:26])[CH2:21][CH2:20]3)[O:17][CH2:16][C:15]2=[O:43])[CH2:13][CH2:12]1.